This data is from Reaction yield outcomes from USPTO patents with 853,638 reactions. The task is: Predict the reaction yield, written as a fraction of the theoretical maximum amount of product (1.0 means a 100% yield; for example, 0.34 means a 34% yield). (1) The yield is 0.910. The product is [C:7]1([CH:6]=[CH:5][C@@H:4]([OH:13])[CH3:2])[CH:12]=[CH:11][CH:10]=[CH:9][CH:8]=1. No catalyst specified. The reactants are [Zn](C)[CH3:2].[CH:4](=[O:13])/[CH:5]=[CH:6]\[C:7]1[CH:12]=[CH:11][CH:10]=[CH:9][CH:8]=1. (2) The reactants are [CH:1]1([CH:6]([N:10]2[CH:14]=[C:13]([C:15]3[C:16]4[CH:23]=[CH:22][N:21](COCC[Si](C)(C)C)[C:17]=4[N:18]=[CH:19][N:20]=3)[CH:12]=[N:11]2)[CH2:7][CH:8]=[CH2:9])[CH2:5][CH2:4][CH2:3][CH2:2]1.[C:32]([OH:38])([C:34]([F:37])([F:36])[F:35])=[O:33]. The catalyst is C(Cl)Cl. The product is [F:35][C:34]([F:37])([F:36])[C:32]([OH:38])=[O:33].[CH:1]1([CH:6]([N:10]2[CH:14]=[C:13]([C:15]3[C:16]4[CH:23]=[CH:22][NH:21][C:17]=4[N:18]=[CH:19][N:20]=3)[CH:12]=[N:11]2)[CH2:7][CH:8]=[CH2:9])[CH2:5][CH2:4][CH2:3][CH2:2]1. The yield is 0.800. (3) The reactants are C[O:2][C:3]([C:5]1[S:13][C:12]2[C:11](=[O:14])[NH:10][C:9](=[O:15])[N:8]([CH3:16])[C:7]=2[CH:6]=1)=[O:4].[OH-].[Li+]. The catalyst is CO.O. The product is [CH3:16][N:8]1[C:7]2[CH:6]=[C:5]([C:3]([OH:4])=[O:2])[S:13][C:12]=2[C:11](=[O:14])[NH:10][C:9]1=[O:15]. The yield is 0.880. (4) The reactants are [CH3:1][N:2]([CH3:15])[CH2:3][CH2:4][O:5][C:6]1[CH:11]=[CH:10][C:9]([NH2:12])=[CH:8][C:7]=1[O:13][CH3:14].[I:16][C:17]1[CH:22]=[CH:21][C:20]([S:23](Cl)(=[O:25])=[O:24])=[CH:19][CH:18]=1.O1CCOC2C=C(NS(C3C=CC(I)=CC=3)(=O)=O)C=CC1=2. The catalyst is N1C=CC=CC=1. The product is [CH3:1][N:2]([CH3:15])[CH2:3][CH2:4][O:5][C:6]1[CH:11]=[CH:10][C:9]([NH:12][S:23]([C:20]2[CH:21]=[CH:22][C:17]([I:16])=[CH:18][CH:19]=2)(=[O:25])=[O:24])=[CH:8][C:7]=1[O:13][CH3:14]. The yield is 0.760. (5) The reactants are [CH3:1][C:2]1[CH:7]=[CH:6][C:5]([C:8](=[O:10])[CH3:9])=[CH:4][CH:3]=1.C[O-].[Na+].[F:14][C:15]([F:22])([F:21])[C:16](OCC)=[O:17]. The catalyst is CO. The product is [CH3:1][C:2]1[CH:7]=[CH:6][C:5]([C:8](=[O:10])[CH2:9][C:16](=[O:17])[C:15]([F:22])([F:21])[F:14])=[CH:4][CH:3]=1. The yield is 0.940. (6) The reactants are [Br:1][C:2]1[CH:10]=[CH:9][C:8]([N:11]2[CH:15]=[CH:14][CH:13]=[CH:12]2)=[CH:7][C:3]=1[C:4](O)=[O:5].CC[N:18](C(C)C)C(C)C.ClC(OC(C)C)=O.N. The catalyst is C1COCC1. The product is [Br:1][C:2]1[CH:10]=[CH:9][C:8]([N:11]2[CH:15]=[CH:14][CH:13]=[CH:12]2)=[CH:7][C:3]=1[C:4]([NH2:18])=[O:5]. The yield is 0.970.